This data is from Forward reaction prediction with 1.9M reactions from USPTO patents (1976-2016). The task is: Predict the product of the given reaction. (1) Given the reactants [CH3:1][O:2][C:3]1[CH:12]=[C:11]2[C:6]([N:7]=[CH:8][C:9](=[O:47])[N:10]2[CH2:13][CH:14]([NH:34]S(C2C=CC=CC=2[N+]([O-])=O)(=O)=O)[C@H:15]2[CH2:20][CH2:19][C@H:18]([NH:21][CH2:22][C:23]3[CH:24]=[CH:25][C:26]4[O:27][CH2:28][C:29](=[O:33])[NH:30][C:31]=4[N:32]=3)[CH2:17][CH2:16]2)=[CH:5][CH:4]=1.C1(S)C=CC=CC=1.C(=O)([O-])[O-].[K+].[K+], predict the reaction product. The product is: [NH2:34][CH:14]([C@H:15]1[CH2:20][CH2:19][C@H:18]([NH:21][CH2:22][C:23]2[CH:24]=[CH:25][C:26]3[O:27][CH2:28][C:29](=[O:33])[NH:30][C:31]=3[N:32]=2)[CH2:17][CH2:16]1)[CH2:13][N:10]1[C:11]2[C:6](=[CH:5][CH:4]=[C:3]([O:2][CH3:1])[CH:12]=2)[N:7]=[CH:8][C:9]1=[O:47]. (2) Given the reactants [Cl:1][CH2:2][C:3](Cl)=[O:4].[CH3:6][O:7][CH:8]([O:12][CH3:13])[CH2:9][NH:10][CH3:11].C(=O)([O-])[O-].[K+].[K+].O, predict the reaction product. The product is: [Cl:1][CH2:2][C:3]([N:10]([CH2:9][CH:8]([O:12][CH3:13])[O:7][CH3:6])[CH3:11])=[O:4].